This data is from Forward reaction prediction with 1.9M reactions from USPTO patents (1976-2016). The task is: Predict the product of the given reaction. Given the reactants [CH:1]1([CH2:4][CH2:5][O:6][C:7]2[N:15]=[C:14]3[C:10]([N:11]=[C:12]([O:22]C)[N:13]3[CH2:16][CH:17]3[CH2:21][CH2:20][O:19][CH2:18]3)=[C:9]([NH2:24])[N:8]=2)[CH2:3][CH2:2]1.Cl.C(O)C.O, predict the reaction product. The product is: [NH2:24][C:9]1[N:8]=[C:7]([O:6][CH2:5][CH2:4][CH:1]2[CH2:3][CH2:2]2)[N:15]=[C:14]2[C:10]=1[NH:11][C:12](=[O:22])[N:13]2[CH2:16][CH:17]1[CH2:21][CH2:20][O:19][CH2:18]1.